This data is from Full USPTO retrosynthesis dataset with 1.9M reactions from patents (1976-2016). The task is: Predict the reactants needed to synthesize the given product. (1) Given the product [Cl:1][C:2]1[N:3]=[CH:4][N:5]=[C:6]([O:8][C:9]2[CH:10]=[CH:11][C:12]([NH:15][C:16]([NH:31][C:30]3[CH:29]=[CH:28][C:27]([CH2:26][N:23]4[CH2:22][CH2:21][N:20]([CH2:18][CH3:19])[CH2:25][CH2:24]4)=[CH:33][CH:32]=3)=[O:17])=[CH:13][CH:14]=2)[CH:7]=1, predict the reactants needed to synthesize it. The reactants are: [Cl:1][C:2]1[CH:7]=[C:6]([O:8][C:9]2[CH:14]=[CH:13][C:12]([N:15]=[C:16]=[O:17])=[CH:11][CH:10]=2)[N:5]=[CH:4][N:3]=1.[CH2:18]([N:20]1[CH2:25][CH2:24][N:23]([CH2:26][C:27]2[CH:33]=[CH:32][C:30]([NH2:31])=[CH:29][CH:28]=2)[CH2:22][CH2:21]1)[CH3:19]. (2) Given the product [NH2:1][C@@H:2]1[CH2:7][CH2:6][C@H:5]([C:8]([O:10][CH3:15])=[O:9])[CH2:4][CH2:3]1, predict the reactants needed to synthesize it. The reactants are: [NH2:1][C@@H:2]1[CH2:7][CH2:6][C@H:5]([C:8]([OH:10])=[O:9])[CH2:4][CH2:3]1.S(Cl)(Cl)=O.[CH2:15](Cl)Cl.